Task: Predict the reaction yield, written as a fraction of the theoretical maximum amount of product (1.0 means a 100% yield; for example, 0.34 means a 34% yield).. Dataset: Reaction yield outcomes from USPTO patents with 853,638 reactions (1) The reactants are [NH:1]1[CH2:4][CH:3]([C:5]([OH:7])=[O:6])[CH2:2]1.[Cl:8][Si](C)(C)[CH3:10]. The catalyst is CO. The product is [ClH:8].[CH3:10][O:6][C:5]([CH:3]1[CH2:4][NH:1][CH2:2]1)=[O:7]. The yield is 1.00. (2) The reactants are C[O:2][C:3](=[O:13])[CH2:4][S:5][C:6]1[CH:11]=[CH:10][C:9]([Cl:12])=[CH:8][N:7]=1.O[Li].O.Cl. The catalyst is C1COCC1.O. The product is [Cl:12][C:9]1[CH:10]=[CH:11][C:6]([S:5][CH2:4][C:3]([OH:13])=[O:2])=[N:7][CH:8]=1. The yield is 0.980. (3) The reactants are Br[C:2]1[CH:3]=[C:4]([N+:10]([O-:12])=[O:11])[C:5]([O:8][CH3:9])=[N:6][CH:7]=1.C(=O)([O-])[O-].[Cs+].[Cs+].[CH2:19]([N:22]([CH3:24])[CH3:23])[C:20]#[CH:21]. The catalyst is CN(C=O)C.CC#N.CC#N.Cl[Pd]Cl. The product is [CH3:9][O:8][C:5]1[N:6]=[CH:7][C:2]([C:21]#[C:20][CH2:19][N:22]([CH3:24])[CH3:23])=[CH:3][C:4]=1[N+:10]([O-:12])=[O:11]. The yield is 0.270.